This data is from Forward reaction prediction with 1.9M reactions from USPTO patents (1976-2016). The task is: Predict the product of the given reaction. Given the reactants [F:1][C:2]([F:12])([F:11])[C:3]1[CH:8]=[CH:7][CH:6]=[CH:5][C:4]=1[CH2:9][OH:10].[H-].[Na+].[C:15]([C:19]1[CH:24]=[CH:23][C:22]([NH:25][C:26]2[CH:31]=[C:30](Cl)[N:29]=[C:28]([NH2:33])[N:27]=2)=[CH:21][CH:20]=1)([CH3:18])([CH3:17])[CH3:16], predict the reaction product. The product is: [C:15]([C:19]1[CH:20]=[CH:21][C:22]([NH:25][C:26]2[CH:31]=[C:30]([O:10][CH2:9][C:4]3[CH:5]=[CH:6][CH:7]=[CH:8][C:3]=3[C:2]([F:11])([F:12])[F:1])[N:29]=[C:28]([NH2:33])[N:27]=2)=[CH:23][CH:24]=1)([CH3:18])([CH3:16])[CH3:17].